Dataset: Catalyst prediction with 721,799 reactions and 888 catalyst types from USPTO. Task: Predict which catalyst facilitates the given reaction. (1) Reactant: [CH:1]1([C:7]2[CH:8]=[C:9]3[C:14](=[N:15][CH:16]=2)[N:13]([CH3:17])[C:12](=[O:18])[C:11]([C:19](=[O:26])[CH2:20][CH2:21][C:22]([O:24]C)=[O:23])=[C:10]3[OH:27])[CH2:6][CH2:5][CH2:4][CH2:3][CH2:2]1.[H][H].C(OCC)(=O)C. Product: [CH:1]1([C:7]2[CH:8]=[C:9]3[C:14](=[N:15][CH:16]=2)[N:13]([CH3:17])[C:12](=[O:18])[C:11]([C:19](=[O:26])[CH2:20][CH2:21][C:22]([OH:24])=[O:23])=[C:10]3[OH:27])[CH2:2][CH2:3][CH2:4][CH2:5][CH2:6]1. The catalyst class is: 63. (2) Reactant: Cl[C:2]1[C:11]([C:12]([F:15])([F:14])[F:13])=[CH:10][C:9]2[C:4](=[C:5]([C:16]([NH:18][C:19]3[CH:20]=[N:21][CH:22]=[CH:23][CH:24]=3)=[O:17])[CH:6]=[CH:7][CH:8]=2)[N:3]=1.[C:25]1(B(O)O)[CH:30]=[CH:29][CH:28]=[CH:27][CH:26]=1.C(Cl)Cl.C([O-])([O-])=O.[K+].[K+]. Product: [C:25]1([C:2]2[C:11]([C:12]([F:15])([F:14])[F:13])=[CH:10][C:9]3[C:4](=[C:5]([C:16]([NH:18][C:19]4[CH:20]=[N:21][CH:22]=[CH:23][CH:24]=4)=[O:17])[CH:6]=[CH:7][CH:8]=3)[N:3]=2)[CH:30]=[CH:29][CH:28]=[CH:27][CH:26]=1. The catalyst class is: 117. (3) Reactant: [NH2:1][N+:2]1[C:7]([NH2:8])=[CH:6][CH:5]=[C:4]([C:9]([O:11][CH3:12])=[O:10])[CH:3]=1.CC1C=C(C)C=C(C)C=1S([O-])(=O)=O.[OH:26][C:27]1[CH:34]=[C:33]([CH3:35])[C:30]([CH:31]=O)=[C:29]([CH3:36])[CH:28]=1.C(N(CC)CC)C. Product: [CH3:12][O:11][C:9]([C:4]1[CH:5]=[CH:6][C:7]2[N:2]([N:1]=[C:31]([C:30]3[C:33]([CH3:35])=[CH:34][C:27]([OH:26])=[CH:28][C:29]=3[CH3:36])[N:8]=2)[CH:3]=1)=[O:10]. The catalyst class is: 5.